Dataset: Forward reaction prediction with 1.9M reactions from USPTO patents (1976-2016). Task: Predict the product of the given reaction. (1) Given the reactants Cl[CH2:2][C:3]1[CH:7]=[C:6]([C:8]2[C:9]([N:14]([C:22]([O:24][C:25]([CH3:28])([CH3:27])[CH3:26])=[O:23])[C:15]([O:17][C:18]([CH3:21])([CH3:20])[CH3:19])=[O:16])=[N:10][CH:11]=[CH:12][CH:13]=2)[O:5][N:4]=1.[N:29]1[CH:34]=[CH:33][CH:32]=[CH:31][C:30]=1[O:35][CH2:36][C:37]1[CH:42]=[CH:41][C:40](B(O)O)=[CH:39][CH:38]=1.C(=O)([O-])[O-].[Cs+].[Cs+].[Cl-].[Na+], predict the reaction product. The product is: [C:18]([O:17][C:15]([N:14]([C:9]1[C:8]([C:6]2[O:5][N:4]=[C:3]([CH2:2][C:40]3[CH:39]=[CH:38][C:37]([CH2:36][O:35][C:30]4[CH:31]=[CH:32][CH:33]=[CH:34][N:29]=4)=[CH:42][CH:41]=3)[CH:7]=2)=[CH:13][CH:12]=[CH:11][N:10]=1)[C:22]([O:24][C:25]([CH3:28])([CH3:26])[CH3:27])=[O:23])=[O:16])([CH3:19])([CH3:21])[CH3:20]. (2) The product is: [S:19]([N:9]1[CH2:10][CH:11]=[C:6]([C:4]([O:37][CH3:36])=[O:5])[CH2:7][CH2:8]1)([C:16]1[CH:17]=[CH:18][C:13]([CH3:12])=[CH:14][CH:15]=1)(=[O:21])=[O:20]. Given the reactants Cl.ON[C:4]([C:6]1[CH2:7][CH2:8][NH:9][CH2:10][CH:11]=1)=[O:5].[CH3:12][C:13]1[CH:18]=[CH:17][C:16]([S:19](Cl)(=[O:21])=[O:20])=[CH:15][CH:14]=1.O.C1(C)C=CC(S(O)(=O)=O)=CC=1.C[CH2:36][O:37]C(C)=O, predict the reaction product.